From a dataset of Reaction yield outcomes from USPTO patents with 853,638 reactions. Predict the reaction yield, written as a fraction of the theoretical maximum amount of product (1.0 means a 100% yield; for example, 0.34 means a 34% yield). (1) The reactants are [NH2:1][C:2]1[S:3][C:4]2([C:19](OC)=[O:20])[CH:6]([C@:7]([C:11]3[CH:16]=[C:15]([Br:17])[CH:14]=[CH:13][C:12]=3[F:18])([CH2:9][F:10])[N:8]=1)[CH2:5]2.[BH4-].[Li+].CO. The catalyst is C1COCC1. The product is [NH2:1][C:2]1[S:3][C@:4]2([CH2:19][OH:20])[C@H:6]([C@:7]([C:11]3[CH:16]=[C:15]([Br:17])[CH:14]=[CH:13][C:12]=3[F:18])([CH2:9][F:10])[N:8]=1)[CH2:5]2. The yield is 0.800. (2) The reactants are [NH2:1][C:2]1[CH:3]=[C:4]([CH:21]=[CH:22][CH:23]=1)[O:5][C:6]1[CH:7]=[CH:8][C:9]2[N:10]([CH:12]=[C:13]([NH:15][C:16]([CH:18]3[CH2:20][CH2:19]3)=[O:17])[N:14]=2)[N:11]=1.[CH3:24][N:25]1[CH2:32][CH2:31][CH2:30][C@H:26]1[C:27](O)=[O:28].OC1C2N=NNC=2C=CC=1.C(N(CC)C(C)C)(C)C.C(=O)([O-])O.[Na+]. The catalyst is CN(C)C=O. The product is [CH:18]1([C:16]([NH:15][C:13]2[N:14]=[C:9]3[CH:8]=[CH:7][C:6]([O:5][C:4]4[CH:3]=[C:2]([NH:1][C:27](=[O:28])[C@@H:26]5[CH2:30][CH2:31][CH2:32][N:25]5[CH3:24])[CH:23]=[CH:22][CH:21]=4)=[N:11][N:10]3[CH:12]=2)=[O:17])[CH2:20][CH2:19]1. The yield is 0.320. (3) The reactants are [C:1]([O:4][CH:5]1[CH2:10][CH2:9][CH:8]([C:11](=[O:15])[CH:12]=[N+]=[N-])[CH2:7][CH2:6]1)(=[O:3])[CH3:2].[BrH:16]. The catalyst is C(O)(=O)C. The product is [C:1]([O:4][CH:5]1[CH2:10][CH2:9][CH:8]([C:11](=[O:15])[CH2:12][Br:16])[CH2:7][CH2:6]1)(=[O:3])[CH3:2]. The yield is 0.540. (4) The reactants are C([S:8][C:9]1[CH:10]=[C:11]2[C:16](=[CH:17][CH:18]=1)[C:15]([C:19]1[CH:24]=[CH:23][C:22]([Cl:25])=[CH:21][C:20]=1[O:26][CH3:27])=[N:14][CH:13]=[CH:12]2)C1C=CC=CC=1.ClN1C(C)(C)C(=[O:36])N(Cl)C1=O.[F:39][C:40]1[C:45]([F:46])=[C:44]([F:47])[C:43]([F:48])=[C:42]([F:49])[C:41]=1[OH:50].C(N(CC)CC)C.[OH2:58]. The catalyst is C(O)(=O)C.C(#N)C. The product is [Cl:25][C:22]1[CH:23]=[CH:24][C:19]([C:15]2[C:16]3[C:11](=[CH:10][C:9]([S:8]([O:50][C:41]4[C:40]([F:39])=[C:45]([F:46])[C:44]([F:47])=[C:43]([F:48])[C:42]=4[F:49])(=[O:36])=[O:58])=[CH:18][CH:17]=3)[CH:12]=[CH:13][N:14]=2)=[C:20]([O:26][CH3:27])[CH:21]=1. The yield is 0.469. (5) The reactants are [Si]([O:8][CH2:9][CH:10]([S:12][C:13]1[S:17][C:16]([NH:18][C:19]([N:21]2[C:37]3[C:32](=[CH:33][C:34]([Cl:38])=[CH:35][CH:36]=3)[C:23]3([CH2:27][CH2:26][N:25]([C:28]([O:30][CH3:31])=[O:29])[CH2:24]3)[CH2:22]2)=[O:20])=[N:15][CH:14]=1)[CH3:11])(C(C)(C)C)(C)C.[F-].C([N+](CCCC)(CCCC)CCCC)CCC. The catalyst is O1CCCC1. The product is [Cl:38][C:34]1[CH:33]=[C:32]2[C:23]3([CH2:27][CH2:26][N:25]([C:28]([O:30][CH3:31])=[O:29])[CH2:24]3)[CH2:22][N:21]([C:19](=[O:20])[NH:18][C:16]3[S:17][C:13]([S:12][CH:10]([CH3:11])[CH2:9][OH:8])=[CH:14][N:15]=3)[C:37]2=[CH:36][CH:35]=1. The yield is 0.720.